This data is from Forward reaction prediction with 1.9M reactions from USPTO patents (1976-2016). The task is: Predict the product of the given reaction. (1) Given the reactants [F:1][C:2]1[CH:3]=[C:4]([N:16]2[C:24]3[C:19](=[C:20]([O:25]CC4C=CC=CC=4)[CH:21]=[CH:22][CH:23]=3)[CH:18]=[CH:17]2)[CH:5]=[CH:6][C:7]=1[O:8]CC1C=CC=CC=1.C(Cl)(Cl)Cl.CCCCCC.N1C2C(=CC=CC=2)CC1, predict the reaction product. The product is: [F:1][C:2]1[CH:3]=[C:4]([N:16]2[C:24]3[CH:23]=[CH:22][CH:21]=[C:20]([OH:25])[C:19]=3[CH:18]=[CH:17]2)[CH:5]=[CH:6][C:7]=1[OH:8]. (2) Given the reactants C[O:2][C:3]([C:5]1[S:6][CH:7]=[C:8]([Br:12])[C:9]=1[O:10][CH3:11])=[O:4].[OH-].[Na+], predict the reaction product. The product is: [Br:12][C:8]1[C:9]([O:10][CH3:11])=[C:5]([C:3]([OH:4])=[O:2])[S:6][CH:7]=1. (3) The product is: [F:24][C:16]([C:15]1[N:9]=[CH:7][N:8]=[C:13]([OH:12])[CH:14]=1)([F:25])[C:17]([F:22])([F:23])[C:18]([F:21])([F:20])[F:19]. Given the reactants C([O-])(=O)C.[Na+].Cl.[CH:7]([NH2:9])=[NH:8].C([O:12][C:13](=O)[CH2:14][C:15](=O)[C:16]([F:25])([F:24])[C:17]([F:23])([F:22])[C:18]([F:21])([F:20])[F:19])C, predict the reaction product.